This data is from Reaction yield outcomes from USPTO patents with 853,638 reactions. The task is: Predict the reaction yield, written as a fraction of the theoretical maximum amount of product (1.0 means a 100% yield; for example, 0.34 means a 34% yield). The yield is 0.0800. The product is [CH3:1][O:2][C:3](=[O:33])[CH:4]([C:9]1[CH:10]=[C:11]([C:23]2[CH:24]=[CH:25][C:26]([C:29]([F:31])([F:32])[F:30])=[CH:27][CH:28]=2)[CH:12]=[C:13]([N:43]2[C:44]3[C:39](=[CH:38][CH:37]=[C:36]([C:35]([F:34])([F:46])[F:47])[CH:45]=3)[CH2:40][CH2:41][CH2:42]2)[CH:14]=1)[CH2:5][CH:6]([CH3:8])[CH3:7]. The reactants are [CH3:1][O:2][C:3](=[O:33])[CH:4]([C:9]1[CH:10]=[C:11]([C:23]2[CH:28]=[CH:27][C:26]([C:29]([F:32])([F:31])[F:30])=[CH:25][CH:24]=2)[CH:12]=[C:13](OS(C(F)(F)F)(=O)=O)[CH:14]=1)[CH2:5][CH:6]([CH3:8])[CH3:7].[F:34][C:35]([F:47])([F:46])[C:36]1[CH:45]=[C:44]2[C:39]([CH2:40][CH2:41][CH2:42][NH:43]2)=[CH:38][CH:37]=1. No catalyst specified.